This data is from Peptide-MHC class I binding affinity with 185,985 pairs from IEDB/IMGT. The task is: Regression. Given a peptide amino acid sequence and an MHC pseudo amino acid sequence, predict their binding affinity value. This is MHC class I binding data. (1) The peptide sequence is EAVRHFPRI. The binding affinity (normalized) is 0. The MHC is HLA-B44:03 with pseudo-sequence HLA-B44:03. (2) The peptide sequence is MVSDTIMKR. The MHC is HLA-A03:01 with pseudo-sequence HLA-A03:01. The binding affinity (normalized) is 0.645. (3) The peptide sequence is IAGFIEGGW. The MHC is HLA-B44:02 with pseudo-sequence HLA-B44:02. The binding affinity (normalized) is 0.0847. (4) The peptide sequence is SAVFKDSFL. The MHC is HLA-A02:02 with pseudo-sequence HLA-A02:02. The binding affinity (normalized) is 0.497. (5) The peptide sequence is GWALGYLYF. The MHC is HLA-A24:03 with pseudo-sequence HLA-A24:03. The binding affinity (normalized) is 0.703.